Dataset: NCI-60 drug combinations with 297,098 pairs across 59 cell lines. Task: Regression. Given two drug SMILES strings and cell line genomic features, predict the synergy score measuring deviation from expected non-interaction effect. (1) Drug 2: CC1C(C(CC(O1)OC2CC(OC(C2O)C)OC3=CC4=CC5=C(C(=O)C(C(C5)C(C(=O)C(C(C)O)O)OC)OC6CC(C(C(O6)C)O)OC7CC(C(C(O7)C)O)OC8CC(C(C(O8)C)O)(C)O)C(=C4C(=C3C)O)O)O)O. Cell line: U251. Drug 1: CC12CCC(CC1=CCC3C2CCC4(C3CC=C4C5=CN=CC=C5)C)O. Synergy scores: CSS=18.1, Synergy_ZIP=25.5, Synergy_Bliss=25.7, Synergy_Loewe=26.8, Synergy_HSA=26.4. (2) Drug 1: CC1OCC2C(O1)C(C(C(O2)OC3C4COC(=O)C4C(C5=CC6=C(C=C35)OCO6)C7=CC(=C(C(=C7)OC)O)OC)O)O. Drug 2: C1=NNC2=C1C(=O)NC=N2. Cell line: SF-268. Synergy scores: CSS=29.4, Synergy_ZIP=0.0958, Synergy_Bliss=6.09, Synergy_Loewe=-27.4, Synergy_HSA=3.18. (3) Drug 1: CC1OCC2C(O1)C(C(C(O2)OC3C4COC(=O)C4C(C5=CC6=C(C=C35)OCO6)C7=CC(=C(C(=C7)OC)O)OC)O)O. Drug 2: CC1=C(N=C(N=C1N)C(CC(=O)N)NCC(C(=O)N)N)C(=O)NC(C(C2=CN=CN2)OC3C(C(C(C(O3)CO)O)O)OC4C(C(C(C(O4)CO)O)OC(=O)N)O)C(=O)NC(C)C(C(C)C(=O)NC(C(C)O)C(=O)NCCC5=NC(=CS5)C6=NC(=CS6)C(=O)NCCC[S+](C)C)O. Cell line: UACC-257. Synergy scores: CSS=5.25, Synergy_ZIP=0.240, Synergy_Bliss=5.85, Synergy_Loewe=0.642, Synergy_HSA=1.28. (4) Drug 1: C1=CC=C(C=C1)NC(=O)CCCCCCC(=O)NO. Drug 2: C1C(C(OC1N2C=NC3=C2NC=NCC3O)CO)O. Cell line: TK-10. Synergy scores: CSS=-0.470, Synergy_ZIP=3.32, Synergy_Bliss=8.04, Synergy_Loewe=0.773, Synergy_HSA=0.782. (5) Drug 1: C1=NC2=C(N=C(N=C2N1C3C(C(C(O3)CO)O)F)Cl)N. Drug 2: C1C(C(OC1N2C=NC(=NC2=O)N)CO)O. Cell line: NCI-H460. Synergy scores: CSS=10.5, Synergy_ZIP=0.496, Synergy_Bliss=6.32, Synergy_Loewe=0.00823, Synergy_HSA=1.37. (6) Drug 1: C1C(C(OC1N2C=NC3=C(N=C(N=C32)Cl)N)CO)O. Drug 2: C1CNP(=O)(OC1)N(CCCl)CCCl. Cell line: LOX IMVI. Synergy scores: CSS=-0.952, Synergy_ZIP=-5.10, Synergy_Bliss=3.30, Synergy_Loewe=-24.9, Synergy_HSA=-3.19.